From a dataset of Catalyst prediction with 721,799 reactions and 888 catalyst types from USPTO. Predict which catalyst facilitates the given reaction. (1) Reactant: [C:1]1([C:20]2[CH:25]=[CH:24][CH:23]=[CH:22][CH:21]=2)[CH:6]=[CH:5][C:4]([CH2:7][C@@H:8]([NH:12][C:13]([O:15][C:16]([CH3:19])([CH3:18])[CH3:17])=[O:14])[C:9](O)=[O:10])=[CH:3][CH:2]=1.[CH3:26][C:27]1([CH3:35])[O:34][C:32](=[O:33])[CH2:31][C:29](=[O:30])[O:28]1.C1CCC(N=C=NC2CCCCC2)CC1. Product: [C:16]([O:15][C:13](=[O:14])[NH:12][C@H:8]([CH2:7][C:4]1[CH:3]=[CH:2][C:1]([C:20]2[CH:25]=[CH:24][CH:23]=[CH:22][CH:21]=2)=[CH:6][CH:5]=1)[C:9]([CH:31]1[C:32](=[O:33])[O:34][C:27]([CH3:35])([CH3:26])[O:28][C:29]1=[O:30])=[O:10])([CH3:19])([CH3:17])[CH3:18]. The catalyst class is: 79. (2) Reactant: [I-].[Na+].C(=O)([O-])[O-].[K+].[K+].Cl[CH2:10][C:11]1[C:20]2[C:15](=[CH:16][CH:17]=[CH:18][CH:19]=2)[CH:14]=[CH:13][CH:12]=1.[C:21]([O:25][C:26]([NH:28][C@@H:29]1[CH2:34][CH2:33][CH2:32][N:31]([C:35]2[C:49]([CH2:50][C:51]3[CH:56]=[CH:55][CH:54]=[CH:53][C:52]=3[Cl:57])=[C:38]3[C:39](=[O:48])[NH:40][C:41]([C:43]([O:45][CH2:46][CH3:47])=[O:44])=[CH:42][N:37]3[N:36]=2)[CH2:30]1)=[O:27])([CH3:24])([CH3:23])[CH3:22]. Product: [C:21]([O:25][C:26]([NH:28][C@@H:29]1[CH2:34][CH2:33][CH2:32][N:31]([C:35]2[C:49]([CH2:50][C:51]3[CH:56]=[CH:55][CH:54]=[CH:53][C:52]=3[Cl:57])=[C:38]3[C:39](=[O:48])[N:40]([CH2:10][C:11]4[C:20]5[C:15](=[CH:16][CH:17]=[CH:18][CH:19]=5)[CH:14]=[CH:13][CH:12]=4)[C:41]([C:43]([O:45][CH2:46][CH3:47])=[O:44])=[CH:42][N:37]3[N:36]=2)[CH2:30]1)=[O:27])([CH3:22])([CH3:23])[CH3:24]. The catalyst class is: 35. (3) Reactant: Cl[C:2]1[C:7]([N+:8]([O-:10])=[O:9])=[C:6]([NH:11][CH:12]2[CH2:18][CH2:17][CH2:16][N:15]([C:19]([O:21][C:22]([CH3:25])([CH3:24])[CH3:23])=[O:20])[CH2:14][CH2:13]2)[C:5]([C:26]([O:28][CH2:29][CH3:30])=[O:27])=[CH:4][N:3]=1.[NH3:31].CCO. Product: [NH2:31][C:2]1[C:7]([N+:8]([O-:10])=[O:9])=[C:6]([NH:11][CH:12]2[CH2:18][CH2:17][CH2:16][N:15]([C:19]([O:21][C:22]([CH3:25])([CH3:24])[CH3:23])=[O:20])[CH2:14][CH2:13]2)[C:5]([C:26]([O:28][CH2:29][CH3:30])=[O:27])=[CH:4][N:3]=1. The catalyst class is: 5. (4) Reactant: [Br:1][C:2]1[N:6]2[CH:7]=[CH:8][N:9]=[C:10](Cl)[C:5]2=[N:4][CH:3]=1.[CH3:12][NH2:13]. Product: [Br:1][C:2]1[N:6]2[CH:7]=[CH:8][N:9]=[C:10]([NH:13][CH3:12])[C:5]2=[N:4][CH:3]=1. The catalyst class is: 14. (5) Reactant: [Br:1][C:2]1[C:3]([Cl:18])=[C:4]([CH:15]=[CH:16][CH:17]=1)[C:5]([NH:7][CH2:8][C:9]1[CH:10]=[N:11][CH:12]=[CH:13][CH:14]=1)=O.C1(P(C2C=CC=CC=2)C2C=CC=CC=2)C=CC=CC=1.CC(OC(/N=N/C(OC(C)C)=O)=O)C.[N:52]([Si](C)(C)C)=[N+:53]=[N-:54]. Product: [Br:1][C:2]1[C:3]([Cl:18])=[C:4]([C:5]2[N:7]([CH2:8][C:9]3[CH:10]=[N:11][CH:12]=[CH:13][CH:14]=3)[N:54]=[N:53][N:52]=2)[CH:15]=[CH:16][CH:17]=1. The catalyst class is: 30. (6) Reactant: [OH-].[Na+].BrBr.Br[O-].[CH2:7]([O:14][CH2:15][C:16]12[CH2:24][CH:20]3[CH2:21][CH:22]([CH2:23]1)[C:18]([C:25](=[O:27])C)([CH2:19]3)[CH2:17]2)[C:8]1[CH:13]=[CH:12][CH:11]=[CH:10][CH:9]=1.CC(O)=[O:30]. Product: [CH2:7]([O:14][CH2:15][C:16]12[CH2:24][CH:20]3[CH2:21][CH:22]([CH2:23]1)[C:18]([C:25]([OH:30])=[O:27])([CH2:19]3)[CH2:17]2)[C:8]1[CH:9]=[CH:10][CH:11]=[CH:12][CH:13]=1. The catalyst class is: 38. (7) Reactant: CC1(C)[O:6][C@H:5]([CH2:7][N:8]2[CH:12]=[CH:11][C:10]([NH:13][C:14](=[O:35])[C@@H:15]([N:21]3[CH2:25][C:24]([O:26][C:27]4[CH:32]=[CH:31][CH:30]=[CH:29][C:28]=4[Cl:33])=[CH:23][C:22]3=[O:34])[CH2:16][CH:17]([CH3:20])[CH2:18][CH3:19])=[N:9]2)[CH2:4][O:3]1.Cl. Product: [OH:6][C@@H:5]([CH2:4][OH:3])[CH2:7][N:8]1[CH:12]=[CH:11][C:10]([NH:13][C:14](=[O:35])[C@@H:15]([N:21]2[CH2:25][C:24]([O:26][C:27]3[CH:32]=[CH:31][CH:30]=[CH:29][C:28]=3[Cl:33])=[CH:23][C:22]2=[O:34])[CH2:16][CH:17]([CH3:20])[CH2:18][CH3:19])=[N:9]1. The catalyst class is: 7. (8) Reactant: [CH3:1][O:2][C:3]([C:5]1[CH:10]=[CH:9][C:8]([C:11]2[C:12]([CH3:42])([CH3:41])[C@H:13]3[C@:26]([CH3:29])([CH2:27][CH:28]=2)[C@@H:25]2[C@:16]([CH3:40])([C@@:17]4([CH3:39])[CH:22]([CH2:23][CH2:24]2)[C@H:21]2[C@H:30]([C:33]([CH3:35])=[CH2:34])[CH2:31][CH2:32][C@:20]2([C:36]([OH:38])=O)[CH2:19][CH2:18]4)[CH2:15][CH2:14]3)=[CH:7][CH:6]=1)=[O:4].C(Cl)(=O)C([Cl:46])=O. Product: [Cl:46][C:36]([C@:20]12[CH2:32][CH2:31][C@@H:30]([C:33]([CH3:35])=[CH2:34])[C@@H:21]1[C@@H:22]1[C@@:17]([CH3:39])([CH2:18][CH2:19]2)[C@@:16]2([CH3:40])[C@@H:25]([C@:26]3([CH3:29])[C@@H:13]([CH2:14][CH2:15]2)[C:12]([CH3:41])([CH3:42])[C:11]([C:8]2[CH:9]=[CH:10][C:5]([C:3]([O:2][CH3:1])=[O:4])=[CH:6][CH:7]=2)=[CH:28][CH2:27]3)[CH2:24][CH2:23]1)=[O:38]. The catalyst class is: 4.